Dataset: Peptide-MHC class I binding affinity with 185,985 pairs from IEDB/IMGT. Task: Regression. Given a peptide amino acid sequence and an MHC pseudo amino acid sequence, predict their binding affinity value. This is MHC class I binding data. The peptide sequence is RITWYSKNF. The MHC is Mamu-B1001 with pseudo-sequence Mamu-B1001. The binding affinity (normalized) is 0.147.